From a dataset of Forward reaction prediction with 1.9M reactions from USPTO patents (1976-2016). Predict the product of the given reaction. (1) Given the reactants [CH:1]([CH:3]=[O:4])=[O:2].[NH2:5][C:6]([NH2:8])=[O:7], predict the reaction product. The product is: [OH:2][C@@H:1]1[C@H:3]([OH:4])[N:5]2[C:6](=[O:7])[N:8]1[C@H:3]([OH:4])[CH:1]2[OH:2]. (2) Given the reactants [CH2:1]([N:8]1[C:16]2[C:11](=[CH:12][CH:13]=[CH:14][CH:15]=2)[C:10]([C:17]([OH:19])=O)=[CH:9]1)[C:2]1[CH:7]=[CH:6][CH:5]=[CH:4][CH:3]=1.C(Cl)(=O)C([Cl:23])=O.C(Cl)Cl, predict the reaction product. The product is: [CH2:1]([N:8]1[C:16]2[C:11](=[CH:12][CH:13]=[CH:14][CH:15]=2)[C:10]([C:17]([Cl:23])=[O:19])=[CH:9]1)[C:2]1[CH:7]=[CH:6][CH:5]=[CH:4][CH:3]=1. (3) Given the reactants Cl[C:2]([O:4][CH2:5][C:6]1[CH:11]=[CH:10][CH:9]=[CH:8][CH:7]=1)=[O:3].CC[N:14]([CH:18]([CH3:20])[CH3:19])C(C)C.[OH-:21].[Na+], predict the reaction product. The product is: [OH:21][CH:10]1[CH2:11][C:19]2[C:18]([NH:14][C:2](=[O:3])[O:4][CH2:5][C:6]3[CH:11]=[CH:10][CH:9]=[CH:8][CH:7]=3)=[CH:20][CH:5]=[CH:6][C:7]=2[CH2:8][CH2:9]1. (4) Given the reactants [Br:1][C:2]1[CH:7]=[C:6]([N+:8]([O-])=O)[CH:5]=[C:4]([Br:11])[N:3]=1.O.[OH-].[Na+], predict the reaction product. The product is: [Br:1][C:2]1[CH:7]=[C:6]([NH2:8])[CH:5]=[C:4]([Br:11])[N:3]=1. (5) Given the reactants ClC(Cl)(O[C:5](=[O:11])OC(Cl)(Cl)Cl)Cl.[CH:13]([N:16]1[C:20]2[N:21]=[C:22]([C:31]3[CH:36]=[CH:35][C:34]([NH2:37])=[CH:33][CH:32]=3)[N:23]=[C:24]([N:25]3[CH2:30][CH2:29][O:28][CH2:27][CH2:26]3)[C:19]=2[N:18]=[N:17]1)([CH3:15])[CH3:14].[F:38][C:39]1[CH:45]=[CH:44][C:42]([NH2:43])=[CH:41][CH:40]=1.CCN(CC)CC, predict the reaction product. The product is: [F:38][C:39]1[CH:45]=[CH:44][C:42]([NH:43][C:5]([NH:37][C:34]2[CH:33]=[CH:32][C:31]([C:22]3[N:23]=[C:24]([N:25]4[CH2:30][CH2:29][O:28][CH2:27][CH2:26]4)[C:19]4[N:18]=[N:17][N:16]([CH:13]([CH3:15])[CH3:14])[C:20]=4[N:21]=3)=[CH:36][CH:35]=2)=[O:11])=[CH:41][CH:40]=1. (6) Given the reactants O.[ClH:2].[NH2:3][C:4]1[C:9]([C:10]2[CH:15]=[CH:14][C:13]([NH:16][C:17]([C:19]3[C:24](=[O:25])[C:23]([C:26]4[CH:31]=[CH:30][C:29]([F:32])=[CH:28][CH:27]=4)=[CH:22][N:21]([CH2:33][C:34]([F:37])([F:36])[F:35])[CH:20]=3)=[O:18])=[CH:12][CH:11]=2)=[CH:8][C:7]([C:38]2[CH:43]=[CH:42][C:41]([O:44][CH3:45])=[C:40]([O:46][CH3:47])[CH:39]=2)=[CH:6][N:5]=1, predict the reaction product. The product is: [ClH:2].[NH2:3][C:4]1[C:9]([C:10]2[CH:11]=[CH:12][C:13]([NH:16][C:17]([C:19]3[C:24](=[O:25])[C:23]([C:26]4[CH:27]=[CH:28][C:29]([F:32])=[CH:30][CH:31]=4)=[CH:22][N:21]([CH2:33][C:34]([F:35])([F:36])[F:37])[CH:20]=3)=[O:18])=[CH:14][CH:15]=2)=[CH:8][C:7]([C:38]2[CH:43]=[CH:42][C:41]([O:44][CH3:45])=[C:40]([O:46][CH3:47])[CH:39]=2)=[CH:6][N:5]=1. (7) Given the reactants [Br:1][C:2]1[CH:3]=[C:4]([C:7](=[O:12])C(Cl)(Cl)Cl)[NH:5][CH:6]=1.CCN(C(C)C)C(C)C.FC(F)(F)C(O)=O.[NH2:29][CH2:30]/[CH:31]=[CH:32]/[C:33]([O:35][CH2:36][CH3:37])=[O:34], predict the reaction product. The product is: [Br:1][C:2]1[CH:3]=[C:4]([C:7]([NH:29][CH2:30]/[CH:31]=[CH:32]/[C:33]([O:35][CH2:36][CH3:37])=[O:34])=[O:12])[NH:5][CH:6]=1. (8) Given the reactants Cl.Cl.[NH2:3][CH2:4][CH2:5][C:6]1[CH:44]=[CH:43][C:9]([O:10][CH2:11][CH2:12][C:13]2[CH:14]=[CH:15][C:16]([O:35][CH2:36][C:37]3[CH:42]=[CH:41][CH:40]=[CH:39][CH:38]=3)=[C:17]([C@@H:19]([C:29]3[CH:34]=[CH:33][CH:32]=[CH:31][CH:30]=3)[CH2:20][CH2:21][N:22]([CH:26]([CH3:28])[CH3:27])[CH:23]([CH3:25])[CH3:24])[CH:18]=2)=[CH:8][CH:7]=1.[CH2:45]([O:52][C:53]1[CH:54]=[C:55]([C@@H:67]([O:70][Si:71]([C:74]([CH3:77])([CH3:76])[CH3:75])([CH3:73])[CH3:72])[CH2:68]Br)[CH:56]=[C:57]([O:59][CH2:60][C:61]2[CH:66]=[CH:65][CH:64]=[CH:63][CH:62]=2)[CH:58]=1)[C:46]1[CH:51]=[CH:50][CH:49]=[CH:48][CH:47]=1.[I-].[K+].C(=O)([O-])O.[Na+].C(#N)CC, predict the reaction product. The product is: [NH3:3].[CH2:36]([O:35][C:16]1[CH:15]=[CH:14][C:13]([CH2:12][CH2:11][O:10][C:9]2[CH:43]=[CH:44][C:6]([CH2:5][CH2:4][NH:3][CH2:68][C@@H:67]([C:55]3[CH:54]=[C:53]([O:52][CH2:45][C:46]4[CH:47]=[CH:48][CH:49]=[CH:50][CH:51]=4)[CH:58]=[C:57]([O:59][CH2:60][C:61]4[CH:66]=[CH:65][CH:64]=[CH:63][CH:62]=4)[CH:56]=3)[O:70][Si:71]([C:74]([CH3:77])([CH3:76])[CH3:75])([CH3:73])[CH3:72])=[CH:7][CH:8]=2)=[CH:18][C:17]=1[C@@H:19]([C:29]1[CH:30]=[CH:31][CH:32]=[CH:33][CH:34]=1)[CH2:20][CH2:21][N:22]([CH:26]([CH3:28])[CH3:27])[CH:23]([CH3:25])[CH3:24])[C:37]1[CH:38]=[CH:39][CH:40]=[CH:41][CH:42]=1.